This data is from Full USPTO retrosynthesis dataset with 1.9M reactions from patents (1976-2016). The task is: Predict the reactants needed to synthesize the given product. (1) Given the product [CH2:24]([O:17][C:16]([C:14]1[CH:15]=[C:8]2[C:7]([NH2:6])=[CH:12][CH:11]=[CH:10][N:9]2[N:13]=1)=[O:18])[CH3:25], predict the reactants needed to synthesize it. The reactants are: OS(O)(=O)=O.[NH2:6][C:7]1[C:8]2[N:9]([N:13]=[C:14]([C:16]([OH:18])=[O:17])[CH:15]=2)[CH:10]=[CH:11][CH:12]=1.C([O-])(O)=O.[Na+].[CH2:24](O)[CH3:25]. (2) Given the product [CH:1]1([NH:18][CH2:17][CH2:16][NH:15][C:13]([O:12][C:8]([CH3:11])([CH3:10])[CH3:9])=[O:14])[CH2:6][CH2:5][CH2:4][CH2:3][CH2:2]1, predict the reactants needed to synthesize it. The reactants are: [C:1]1(=O)[CH2:6][CH2:5][CH2:4][CH2:3][CH2:2]1.[C:8]([O:12][C:13]([NH:15][CH2:16][CH2:17][NH2:18])=[O:14])([CH3:11])([CH3:10])[CH3:9].C(O)(=O)C.C(O[BH-](OC(=O)C)OC(=O)C)(=O)C.[Na+].C(=O)(O)[O-].[Na+].